From a dataset of Cav3 T-type calcium channel HTS with 100,875 compounds. Binary Classification. Given a drug SMILES string, predict its activity (active/inactive) in a high-throughput screening assay against a specified biological target. (1) The drug is S(CCC1(NC(C2C1C(=O)N(C2=O)C)c1c(OC)cccc1)C(OC)=O)C. The result is 0 (inactive). (2) The molecule is Fc1c(CN2C3C(O)(CC2C(OC)=O)C(O)C(O)C(O)C3)cc(F)cc1. The result is 0 (inactive).